This data is from Peptide-MHC class I binding affinity with 185,985 pairs from IEDB/IMGT. The task is: Regression. Given a peptide amino acid sequence and an MHC pseudo amino acid sequence, predict their binding affinity value. This is MHC class I binding data. (1) The peptide sequence is GEMWAQDAA. The MHC is HLA-B08:01 with pseudo-sequence HLA-B08:01. The binding affinity (normalized) is 0. (2) The peptide sequence is SQFNHWFGE. The MHC is HLA-B18:01 with pseudo-sequence HLA-B18:01. The binding affinity (normalized) is 0.0847. (3) The peptide sequence is KNYPASLHK. The MHC is HLA-B46:01 with pseudo-sequence HLA-B46:01. The binding affinity (normalized) is 0.0847. (4) The peptide sequence is TVCGGIMFL. The MHC is HLA-C15:02 with pseudo-sequence HLA-C15:02. The binding affinity (normalized) is 0.278.